This data is from Catalyst prediction with 721,799 reactions and 888 catalyst types from USPTO. The task is: Predict which catalyst facilitates the given reaction. (1) Reactant: [F:1][C@H:2]1[C@H:7]([O:8][C:9]2[CH:10]=[CH:11][CH:12]=[C:13]3[C:18]=2[N:17]=[C:16]([C:19]2[N:23]4[CH:24]=[CH:25][C:26]([O:28][CH2:29][CH2:30][O:31][CH3:32])=[CH:27][C:22]4=[N:21][CH:20]=2)[CH:15]=[C:14]3[C:33]2[O:37][CH:36]=[N:35][CH:34]=2)[CH2:6][CH2:5][N:4](C(OC(C)(C)C)=O)[CH2:3]1.C(O)(C(F)(F)F)=O. Product: [F:1][C@H:2]1[C@H:7]([O:8][C:9]2[CH:10]=[CH:11][CH:12]=[C:13]3[C:18]=2[N:17]=[C:16]([C:19]2[N:23]4[CH:24]=[CH:25][C:26]([O:28][CH2:29][CH2:30][O:31][CH3:32])=[CH:27][C:22]4=[N:21][CH:20]=2)[CH:15]=[C:14]3[C:33]2[O:37][CH:36]=[N:35][CH:34]=2)[CH2:6][CH2:5][NH:4][CH2:3]1. The catalyst class is: 2. (2) Reactant: [CH3:1][O:2][C:3]1[C:12]2[CH2:11][C@@H:10]([N:13]([CH3:20])[C:14](=[O:19])[C:15]([F:18])([F:17])[F:16])[CH2:9][CH2:8][C:7]=2[C:6]([S:21](Cl)(=[O:23])=[O:22])=[CH:5][CH:4]=1.[CH3:25][NH:26][C:27]1[CH:32]=[CH:31][C:30]([Cl:33])=[CH:29][CH:28]=1.N1C=CC=CC=1. Product: [Cl:33][C:30]1[CH:31]=[CH:32][C:27]([N:26]([CH3:25])[S:21]([C:6]2[CH:5]=[CH:4][C:3]([O:2][CH3:1])=[C:12]3[C:7]=2[CH2:8][CH2:9][C@H:10]([N:13]([CH3:20])[C:14](=[O:19])[C:15]([F:18])([F:17])[F:16])[CH2:11]3)(=[O:23])=[O:22])=[CH:28][CH:29]=1. The catalyst class is: 4. (3) Reactant: Cl[C:2]1[C:11]2[C:6](=[CH:7][C:8]([O:16][CH2:17][CH2:18][O:19][CH3:20])=[C:9]([NH:12]C(=O)C)[CH:10]=2)[N:5]=[CH:4][C:3]=1[C:21]#[N:22].[Cl:23][C:24]1[CH:25]=[C:26]([CH:28]=[CH:29][C:30]=1[O:31][CH2:32][C:33]1[CH:38]=[CH:37][CH:36]=[CH:35][N:34]=1)[NH2:27].CS(O)(=O)=O.Cl.C(=O)([O-])[O-].[K+].[K+]. Product: [NH2:12][C:9]1[CH:10]=[C:11]2[C:6](=[CH:7][C:8]=1[O:16][CH2:17][CH2:18][O:19][CH3:20])[N:5]=[CH:4][C:3]([C:21]#[N:22])=[C:2]2[NH:27][C:26]1[CH:28]=[CH:29][C:30]([O:31][CH2:32][C:33]2[CH:38]=[CH:37][CH:36]=[CH:35][N:34]=2)=[C:24]([Cl:23])[CH:25]=1. The catalyst class is: 645. (4) Reactant: [CH2:1]([O:3][C:4]1[CH:12]=[CH:11][C:7]([C:8]([OH:10])=O)=[CH:6][N:5]=1)[CH3:2].C1N=CN(C(N2C=NC=C2)=O)C=1.CS(O)(=O)=O.[NH2:30][CH2:31][C:32]1[CH:33]=[C:34]2[C:38](=[CH:39][CH:40]=1)[C:37](=[O:41])[N:36]([CH:42]1[CH2:47][CH2:46][C:45](=[O:48])[NH:44][C:43]1=[O:49])[C:35]2=[O:50].O. Product: [O:49]=[C:43]1[CH:42]([N:36]2[C:35](=[O:50])[C:34]3[C:38](=[CH:39][CH:40]=[C:32]([CH2:31][NH:30][C:8](=[O:10])[C:7]4[CH:11]=[CH:12][C:4]([O:3][CH2:1][CH3:2])=[N:5][CH:6]=4)[CH:33]=3)[C:37]2=[O:41])[CH2:47][CH2:46][C:45](=[O:48])[NH:44]1. The catalyst class is: 9.